From a dataset of Reaction yield outcomes from USPTO patents with 853,638 reactions. Predict the reaction yield, written as a fraction of the theoretical maximum amount of product (1.0 means a 100% yield; for example, 0.34 means a 34% yield). (1) The reactants are Cl[C:2]1[CH2:6][C@H:5]([CH:7]2[CH2:11][CH2:10][CH2:9][CH2:8]2)[N:4]([C:12]2[CH:19]=[CH:18][C:15]([C:16]#[N:17])=[C:14]([CH3:20])[N:13]=2)[N:3]=1.[C:21]([C:24]1[CH:25]=[C:26](B(O)O)[CH:27]=[CH:28][CH:29]=1)(=[O:23])[NH2:22].C(=O)([O-])[O-].[Na+].[Na+].COCCOC. The catalyst is C(OCC)(=O)C.O.C1C=CC([P]([Pd]([P](C2C=CC=CC=2)(C2C=CC=CC=2)C2C=CC=CC=2)([P](C2C=CC=CC=2)(C2C=CC=CC=2)C2C=CC=CC=2)[P](C2C=CC=CC=2)(C2C=CC=CC=2)C2C=CC=CC=2)(C2C=CC=CC=2)C2C=CC=CC=2)=CC=1. The product is [C:16]([C:15]1[CH:18]=[CH:19][C:12]([N:4]2[C@@H:5]([CH:7]3[CH2:11][CH2:10][CH2:9][CH2:8]3)[CH2:6][C:2]([C:28]3[CH:29]=[C:24]([CH:25]=[CH:26][CH:27]=3)[C:21]([NH2:22])=[O:23])=[N:3]2)=[N:13][C:14]=1[CH3:20])#[N:17]. The yield is 0.354. (2) The catalyst is CS(C)=O. The product is [CH3:14][O:15][C:16]1[CH:21]=[C:20]([O:22][CH3:23])[CH:19]=[CH:18][C:17]=1[CH2:24][NH:25][C:2]1[CH:11]=[N:10][C:9]2[C:4](=[CH:5][C:6]([O:12][CH3:13])=[CH:7][CH:8]=2)[N:3]=1. The yield is 0.930. The reactants are Cl[C:2]1[CH:11]=[N:10][C:9]2[C:4](=[CH:5][C:6]([O:12][CH3:13])=[CH:7][CH:8]=2)[N:3]=1.[CH3:14][O:15][C:16]1[CH:21]=[C:20]([O:22][CH3:23])[CH:19]=[CH:18][C:17]=1[CH2:24][NH2:25].CCOC(C)=O. (3) The reactants are [C:1]([O:5][C:6]([N:8]1[CH2:13][CH:12]=[C:11]([C:14]2[C:22]3[C:17](=[CH:18][CH:19]=[C:20]([N+:23]([O-])=O)[CH:21]=3)[NH:16][CH:15]=2)[CH2:10][CH2:9]1)=[O:7])([CH3:4])([CH3:3])[CH3:2].C1COCC1.C(OCC)(=O)C.C(N(C(C)C)CC)(C)C. The catalyst is [Pd].ClCCl. The product is [C:1]([O:5][C:6]([N:8]1[CH2:13][CH2:12][CH:11]([C:14]2[C:22]3[C:17](=[CH:18][CH:19]=[C:20]([NH2:23])[CH:21]=3)[NH:16][CH:15]=2)[CH2:10][CH2:9]1)=[O:7])([CH3:4])([CH3:2])[CH3:3]. The yield is 0.840. (4) The reactants are [Cl:1][C:2]1[C:10]([O:11][CH:12]([CH3:14])[CH3:13])=[CH:9][C:8]([C:15]2[CH:16]=[N:17][N:18]([CH3:20])[CH:19]=2)=[CH:7][C:3]=1[C:4]([OH:6])=O.F[P-](F)(F)(F)(F)F.N1(OC(N(C)C)=[N+](C)C)C2N=CC=CC=2N=N1.CN1CCOCC1.Cl.[NH2:53][CH2:54][C:55]1[C:56](=[O:63])[NH:57][C:58]([CH3:62])=[CH:59][C:60]=1[CH3:61]. The catalyst is CN(C)C=O.O. The product is [Cl:1][C:2]1[C:10]([O:11][CH:12]([CH3:14])[CH3:13])=[CH:9][C:8]([C:15]2[CH:16]=[N:17][N:18]([CH3:20])[CH:19]=2)=[CH:7][C:3]=1[C:4]([NH:53][CH2:54][C:55]1[C:56](=[O:63])[NH:57][C:58]([CH3:62])=[CH:59][C:60]=1[CH3:61])=[O:6]. The yield is 0.310.